This data is from Full USPTO retrosynthesis dataset with 1.9M reactions from patents (1976-2016). The task is: Predict the reactants needed to synthesize the given product. (1) Given the product [Cl:39][C:1]1[N:2]=[C:14]([CH:16]2[CH2:18][CH2:17]2)[NH:13][C:3]=1[CH2:4][O:5][CH2:6][C:7]1[CH:12]=[CH:11][CH:10]=[CH:9][CH:8]=1, predict the reactants needed to synthesize it. The reactants are: [C:1]([CH:3]([NH:13][C:14]([CH:16]1[CH2:18][CH2:17]1)=O)[CH2:4][O:5][CH2:6][C:7]1[CH:12]=[CH:11][CH:10]=[CH:9][CH:8]=1)#[N:2].C1(P(C2C=CC=CC=2)C2C=CC=CC=2)C=CC=CC=1.C(Cl)(Cl)(Cl)[Cl:39]. (2) Given the product [Cl:1][C:2]1[CH:3]=[CH:4][C:5]([O:24][CH:25]([F:26])[F:27])=[C:6]([C:8]2[N:12]([CH2:13][O:14][CH2:15][CH2:16][Si:17]([CH3:20])([CH3:18])[CH3:19])[N:11]=[CH:10][C:9]=2[NH2:21])[CH:7]=1, predict the reactants needed to synthesize it. The reactants are: [Cl:1][C:2]1[CH:3]=[CH:4][C:5]([O:24][CH:25]([F:27])[F:26])=[C:6]([C:8]2[N:12]([CH2:13][O:14][CH2:15][CH2:16][Si:17]([CH3:20])([CH3:19])[CH3:18])[N:11]=[CH:10][C:9]=2[N+:21]([O-])=O)[CH:7]=1.O.[Cl-].[NH4+]. (3) Given the product [Cl:1][C:2]1[CH:7]=[CH:6][N:5]([C:8]2[CH:13]=[CH:12][CH:11]=[CH:10][C:9]=2[Cl:14])[C:4](=[O:15])[C:3]=1[C:16]#[N:17], predict the reactants needed to synthesize it. The reactants are: [Cl:1][C:2]1[CH:7]=[CH:6][N:5]([C:8]2[CH:13]=[CH:12][CH:11]=[CH:10][C:9]=2[Cl:14])[C:4](=[O:15])[C:3]=1[CH:16]=[N:17]O.P(Cl)(Cl)(Cl)=O.C(=O)([O-])O.[Na+]. (4) Given the product [C:17]1([S:14]([NH:13][C:9]2[CH:8]=[C:7]([CH:5]([OH:6])[CH2:4][NH:31][C:32]([CH3:49])([CH3:50])[CH2:33][CH2:34][N:35]3[C:43]4[CH:42]=[C:41]([C:44]([O:46][CH2:47][CH3:48])=[O:45])[N:40]=[CH:39][C:38]=4[N:37]=[CH:36]3)[CH:12]=[CH:11][CH:10]=2)(=[O:15])=[O:16])[CH:18]=[CH:19][CH:20]=[CH:21][CH:22]=1, predict the reactants needed to synthesize it. The reactants are: C(O[CH:4](O)[C:5]([C:7]1[CH:8]=[C:9]([NH:13][S:14]([C:17]2[CH:22]=[CH:21][CH:20]=[CH:19][CH:18]=2)(=[O:16])=[O:15])[CH:10]=[CH:11][CH:12]=1)=[O:6])C.C(OC([NH:31][C:32]([CH3:50])([CH3:49])[CH2:33][CH2:34][N:35]1[C:43]2[CH:42]=[C:41]([C:44]([O:46][CH2:47][CH3:48])=[O:45])[N:40]=[CH:39][C:38]=2[N:37]=[CH:36]1)=O)(C)(C)C.[BH4-].[Na+].C(=O)([O-])[O-].[Na+].[Na+]. (5) Given the product [CH2:1]([O:8][C:9]1[CH:10]=[CH:11][C:12]([OH:15])=[C:13]([Br:21])[CH:14]=1)[C:2]1[CH:3]=[CH:4][CH:5]=[CH:6][CH:7]=1, predict the reactants needed to synthesize it. The reactants are: [CH2:1]([O:8][C:9]1[CH:14]=[CH:13][C:12]([OH:15])=[CH:11][CH:10]=1)[C:2]1[CH:7]=[CH:6][CH:5]=[CH:4][CH:3]=1.C(=O)([O-])[O-].[Ca+2].[Br:21]Br. (6) Given the product [OH:34][C:23]1[C:22](=[O:21])[N:12]([C:13]2[CH:18]=[N:17][CH:16]=[CH:15][N:14]=2)[CH:8]([C:7]2[CH:10]=[CH:11][C:4]([CH:1]([CH3:3])[CH3:2])=[CH:5][CH:6]=2)[C:24]=1[C:25](=[O:33])[C:26]1[CH:31]=[CH:30][C:29]([CH3:32])=[CH:28][CH:27]=1, predict the reactants needed to synthesize it. The reactants are: [CH:1]([C:4]1[CH:11]=[CH:10][C:7]([CH:8]=O)=[CH:6][CH:5]=1)([CH3:3])[CH3:2].[NH2:12][C:13]1[CH:18]=[N:17][CH:16]=[CH:15][N:14]=1.C([O:21][C:22](=O)[C:23]([OH:34])=[CH:24][C:25](=[O:33])[C:26]1[CH:31]=[CH:30][C:29]([CH3:32])=[CH:28][CH:27]=1)C. (7) Given the product [CH2:11]([NH:13][C:14](=[O:31])[C:15]1[CH:20]=[CH:19][C:18]([CH3:21])=[C:17]([C:2]2[CH:10]=[C:9]3[C:5]([CH:6]=[N:7][NH:8]3)=[CH:4][CH:3]=2)[CH:16]=1)[CH3:12], predict the reactants needed to synthesize it. The reactants are: I[C:2]1[CH:10]=[C:9]2[C:5]([CH:6]=[N:7][NH:8]2)=[CH:4][CH:3]=1.[CH2:11]([NH:13][C:14](=[O:31])[C:15]1[CH:20]=[CH:19][C:18]([CH3:21])=[C:17](B2OC(C)(C)C(C)(C)O2)[CH:16]=1)[CH3:12].C(=O)([O-])O.[Na+].O.